This data is from Full USPTO retrosynthesis dataset with 1.9M reactions from patents (1976-2016). The task is: Predict the reactants needed to synthesize the given product. (1) Given the product [ClH:19].[CH2:13]([C:11]1[C:10]([CH3:17])=[N:9][CH:8]=[C:7]([CH:12]=1)[C:6]([OH:18])=[O:5])[CH:14]([CH3:16])[CH3:15], predict the reactants needed to synthesize it. The reactants are: C([O:5][C:6](=[O:18])[C:7]1[CH:12]=[C:11]([CH2:13][CH:14]([CH3:16])[CH3:15])[C:10]([CH3:17])=[N:9][CH:8]=1)(C)(C)C.[ClH:19]. (2) Given the product [CH3:23][C:9]1[C:10]([CH2:11][C:12]2[CH:17]=[CH:16][CH:15]=[C:14]([C:18]([F:21])([F:20])[F:19])[C:13]=2[CH3:22])=[C:6]2[N:5]=[C:4]([N:24]3[CH2:29][CH2:28][O:27][CH2:26][CH2:25]3)[CH:3]=[C:2]([NH2:30])[N:7]2[N:8]=1, predict the reactants needed to synthesize it. The reactants are: Cl[C:2]1[N:7]2[N:8]=[C:9]([CH3:23])[C:10]([CH2:11][C:12]3[CH:17]=[CH:16][CH:15]=[C:14]([C:18]([F:21])([F:20])[F:19])[C:13]=3[CH3:22])=[C:6]2[N:5]=[C:4]([N:24]2[CH2:29][CH2:28][O:27][CH2:26][CH2:25]2)[CH:3]=1.[NH3:30]. (3) Given the product [CH3:8][N:9]([CH3:10])[CH2:12][C:13]([NH:15][C:16]1[CH:29]=[CH:28][C:27]2[S:26][C:25]3[C:20](=[CH:21][CH:22]=[CH:23][C:24]=3[C:30]3[NH:31][C:32](=[O:42])[CH:33]=[C:34]([N:36]4[CH2:41][CH2:40][O:39][CH2:38][CH2:37]4)[CH:35]=3)[S:19][C:18]=2[CH:17]=1)=[O:14], predict the reactants needed to synthesize it. The reactants are: [I-].[Na+].O1CCCC1.[CH3:8][NH:9][CH3:10].Cl[CH2:12][C:13]([NH:15][C:16]1[CH:29]=[CH:28][C:27]2[S:26][C:25]3[C:20](=[CH:21][CH:22]=[CH:23][C:24]=3[C:30]3[NH:31][C:32](=[O:42])[CH:33]=[C:34]([N:36]4[CH2:41][CH2:40][O:39][CH2:38][CH2:37]4)[CH:35]=3)[S:19][C:18]=2[CH:17]=1)=[O:14]. (4) Given the product [NH2:25][C:26]1[N:15]([C:16]2[CH:17]=[CH:18][C:19]([CH2:22][CH3:23])=[CH:20][CH:21]=2)[C:13]2=[N:14][C:9]([OH:8])=[CH:10][CH:11]=[C:12]2[N:24]=1, predict the reactants needed to synthesize it. The reactants are: C([O:8][C:9]1[N:14]=[C:13]([NH:15][C:16]2[CH:21]=[CH:20][C:19]([CH2:22][CH3:23])=[CH:18][CH:17]=2)[C:12]([NH2:24])=[CH:11][CH:10]=1)C1C=CC=CC=1.[N:25]#[C:26]Br.C([O-])(O)=O.[Na+].C([O-])=O.[NH4+]. (5) The reactants are: Br[C:2]1[CH:19]=[C:18]2[C:5]([CH2:6][CH2:7][C:8]3([C:11]42[N:15]=[C:14]([NH2:16])[C:13]([CH3:17])=[N:12]4)[CH2:10][CH2:9]3)=[CH:4][CH:3]=1.[Cl:20][C:21]1[CH:22]=[C:23](B(O)O)[CH:24]=[N:25][CH:26]=1.C(=O)([O-])[O-].[K+].[K+].O1CCOCC1. Given the product [Cl:20][C:21]1[CH:22]=[C:23]([C:2]2[CH:19]=[C:18]3[C:5]([CH2:6][CH2:7][C:8]4([C:11]53[N:15]=[C:14]([NH2:16])[C:13]([CH3:17])=[N:12]5)[CH2:9][CH2:10]4)=[CH:4][CH:3]=2)[CH:24]=[N:25][CH:26]=1, predict the reactants needed to synthesize it. (6) Given the product [Cl:1][C:2]1[N:3]=[N:4][C:5]([Cl:9])=[CH:6][C:7]=1[S:10][CH2:11][CH2:12][OH:13], predict the reactants needed to synthesize it. The reactants are: [Cl:1][C:2]1[N:3]=[N:4][C:5]([Cl:9])=[CH:6][C:7]=1Cl.[SH:10][CH2:11][CH2:12][OH:13].C(=O)(O)[O-].[Na+].ClCCl. (7) Given the product [Br:1][C:2]1[CH:3]=[C:4]([C:11]([C:14]2[CH:15]=[C:16]([CH:17]=[CH:18][CH:19]=2)[O:20][CH2:28][C:29]([NH2:31])=[O:30])([CH3:13])[CH3:12])[CH:5]=[C:6]([N+:8]([O-:10])=[O:9])[CH:7]=1, predict the reactants needed to synthesize it. The reactants are: [Br:1][C:2]1[CH:3]=[C:4]([C:11]([C:14]2[CH:15]=[C:16]([OH:20])[CH:17]=[CH:18][CH:19]=2)([CH3:13])[CH3:12])[CH:5]=[C:6]([N+:8]([O-:10])=[O:9])[CH:7]=1.C([O-])([O-])=O.[K+].[K+].I[CH2:28][C:29]([NH2:31])=[O:30].O. (8) Given the product [ClH:7].[ClH:7].[C:8]([C:10]1[C:11]([NH:41][C:42]([C:44]2[O:45][CH:46]=[CH:47][CH:48]=2)=[O:43])=[N:12][C:13]([C:33]2[CH:38]=[CH:37][C:36]([F:39])=[CH:35][C:34]=2[OH:40])=[CH:14][C:15]=1[C:16]1[CH:21]=[CH:20][CH:19]=[C:18]([NH:22][C:23](=[O:32])[C@H:24]([CH2:28][N:29]([CH3:31])[CH3:30])[N:25]([CH3:26])[CH3:27])[CH:17]=1)#[N:9], predict the reactants needed to synthesize it. The reactants are: C(OCC)(=O)C.[ClH:7].[C:8]([C:10]1[C:11]([NH:41][C:42]([C:44]2[O:45][CH:46]=[CH:47][CH:48]=2)=[O:43])=[N:12][C:13]([C:33]2[CH:38]=[CH:37][C:36]([F:39])=[CH:35][C:34]=2[OH:40])=[CH:14][C:15]=1[C:16]1[CH:21]=[CH:20][CH:19]=[C:18]([NH:22][C:23](=[O:32])[C@H:24]([CH2:28][N:29]([CH3:31])[CH3:30])[N:25]([CH3:27])[CH3:26])[CH:17]=1)#[N:9].